From a dataset of NCI-60 drug combinations with 297,098 pairs across 59 cell lines. Regression. Given two drug SMILES strings and cell line genomic features, predict the synergy score measuring deviation from expected non-interaction effect. (1) Drug 1: CC12CCC(CC1=CCC3C2CCC4(C3CC=C4C5=CN=CC=C5)C)O. Drug 2: C1=CN(C(=O)N=C1N)C2C(C(C(O2)CO)O)O.Cl. Cell line: SK-MEL-2. Synergy scores: CSS=25.7, Synergy_ZIP=-2.01, Synergy_Bliss=6.12, Synergy_Loewe=-7.67, Synergy_HSA=4.26. (2) Drug 1: C1CN1P(=S)(N2CC2)N3CC3. Drug 2: C1=CN(C=N1)CC(O)(P(=O)(O)O)P(=O)(O)O. Cell line: M14. Synergy scores: CSS=6.70, Synergy_ZIP=-2.80, Synergy_Bliss=-0.681, Synergy_Loewe=-1.66, Synergy_HSA=-2.75. (3) Drug 1: CC1=C(C(=O)C2=C(C1=O)N3CC4C(C3(C2COC(=O)N)OC)N4)N. Drug 2: COCCOC1=C(C=C2C(=C1)C(=NC=N2)NC3=CC=CC(=C3)C#C)OCCOC.Cl. Cell line: K-562. Synergy scores: CSS=4.36, Synergy_ZIP=-9.25, Synergy_Bliss=-3.00, Synergy_Loewe=-5.55, Synergy_HSA=-4.88. (4) Drug 1: CC1OCC2C(O1)C(C(C(O2)OC3C4COC(=O)C4C(C5=CC6=C(C=C35)OCO6)C7=CC(=C(C(=C7)OC)O)OC)O)O. Drug 2: CS(=O)(=O)CCNCC1=CC=C(O1)C2=CC3=C(C=C2)N=CN=C3NC4=CC(=C(C=C4)OCC5=CC(=CC=C5)F)Cl. Cell line: U251. Synergy scores: CSS=49.6, Synergy_ZIP=1.51, Synergy_Bliss=1.86, Synergy_Loewe=-9.35, Synergy_HSA=2.36. (5) Drug 1: CC1C(C(CC(O1)OC2CC(CC3=C2C(=C4C(=C3O)C(=O)C5=C(C4=O)C(=CC=C5)OC)O)(C(=O)C)O)N)O.Cl. Drug 2: CCC(=C(C1=CC=CC=C1)C2=CC=C(C=C2)OCCN(C)C)C3=CC=CC=C3.C(C(=O)O)C(CC(=O)O)(C(=O)O)O. Cell line: U251. Synergy scores: CSS=46.4, Synergy_ZIP=3.55, Synergy_Bliss=3.69, Synergy_Loewe=-53.6, Synergy_HSA=3.54. (6) Drug 1: C1=CC(=CC=C1CC(C(=O)O)N)N(CCCl)CCCl.Cl. Drug 2: CS(=O)(=O)CCNCC1=CC=C(O1)C2=CC3=C(C=C2)N=CN=C3NC4=CC(=C(C=C4)OCC5=CC(=CC=C5)F)Cl. Cell line: SF-268. Synergy scores: CSS=13.3, Synergy_ZIP=-1.76, Synergy_Bliss=3.85, Synergy_Loewe=-1.37, Synergy_HSA=-0.892. (7) Drug 1: C1=C(C(=O)NC(=O)N1)F. Drug 2: CC(C)CN1C=NC2=C1C3=CC=CC=C3N=C2N. Cell line: MALME-3M. Synergy scores: CSS=37.5, Synergy_ZIP=8.89, Synergy_Bliss=8.34, Synergy_Loewe=6.82, Synergy_HSA=7.16. (8) Drug 1: CC1=C(C(=CC=C1)Cl)NC(=O)C2=CN=C(S2)NC3=CC(=NC(=N3)C)N4CCN(CC4)CCO. Drug 2: C1CN(P(=O)(OC1)NCCCl)CCCl. Cell line: OVCAR-5. Synergy scores: CSS=6.77, Synergy_ZIP=-1.07, Synergy_Bliss=1.05, Synergy_Loewe=-4.44, Synergy_HSA=2.17.